Dataset: Peptide-MHC class I binding affinity with 185,985 pairs from IEDB/IMGT. Task: Regression. Given a peptide amino acid sequence and an MHC pseudo amino acid sequence, predict their binding affinity value. This is MHC class I binding data. (1) The peptide sequence is ALVEICTEMEK. The MHC is HLA-A26:01 with pseudo-sequence HLA-A26:01. The binding affinity (normalized) is 0.0316. (2) The peptide sequence is QTDDGVRFT. The MHC is HLA-A30:01 with pseudo-sequence HLA-A30:01. The binding affinity (normalized) is 0.0847. (3) The peptide sequence is QLEVRSTEV. The MHC is HLA-B15:17 with pseudo-sequence HLA-B15:17. The binding affinity (normalized) is 0.0847. (4) The peptide sequence is RRFDTFKAF. The MHC is HLA-A26:01 with pseudo-sequence HLA-A26:01. The binding affinity (normalized) is 0.0847. (5) The peptide sequence is GPGHKARVL. The MHC is HLA-B35:01 with pseudo-sequence HLA-B35:01. The binding affinity (normalized) is 0. (6) The peptide sequence is VSNVNWEEI. The MHC is H-2-Db with pseudo-sequence H-2-Db. The binding affinity (normalized) is 0.860. (7) The peptide sequence is YRNFSFSLK. The MHC is HLA-A69:01 with pseudo-sequence HLA-A69:01. The binding affinity (normalized) is 0.0847. (8) The peptide sequence is DINITHTNIT. The MHC is HLA-A02:06 with pseudo-sequence HLA-A02:06. The binding affinity (normalized) is 0.00949. (9) The peptide sequence is AFMATNKAY. The MHC is HLA-A02:03 with pseudo-sequence HLA-A02:03. The binding affinity (normalized) is 0.0847.